Dataset: Full USPTO retrosynthesis dataset with 1.9M reactions from patents (1976-2016). Task: Predict the reactants needed to synthesize the given product. (1) Given the product [O:21]=[C:19]([N:49]1[C@H:48]([C:42]2[CH:47]=[CH:46][CH:45]=[CH:44][CH:43]=2)[CH2:52][O:51][C:50]1=[O:53])/[CH:18]=[CH:17]/[C:10]1[C:11]2[C:16](=[CH:15][CH:14]=[CH:13][CH:12]=2)[N:8]([C:6]([O:5][C:1]([CH3:2])([CH3:4])[CH3:3])=[O:7])[CH:9]=1, predict the reactants needed to synthesize it. The reactants are: [C:1]([O:5][C:6]([N:8]1[C:16]2[C:11](=[CH:12][CH:13]=[CH:14][CH:15]=2)[C:10](/[CH:17]=[CH:18]/[C:19]([OH:21])=O)=[CH:9]1)=[O:7])([CH3:4])([CH3:3])[CH3:2].CCN(CC)CC.C(Cl)(=O)C(C)(C)C.C([Li])CCC.[Li].[C:42]1([C@@H:48]2[CH2:52][O:51][C:50](=[O:53])[NH:49]2)[CH:47]=[CH:46][CH:45]=[CH:44][CH:43]=1. (2) Given the product [Cl:17]/[C:18](=[N:13]\[NH:7][C:6]1[CH:8]=[C:2]([Cl:1])[CH:3]=[CH:4][C:5]=1[N+:9]([O-:11])=[O:10])/[C:19]([O:21][CH2:22][CH3:23])=[O:20], predict the reactants needed to synthesize it. The reactants are: [Cl:1][C:2]1[CH:3]=[CH:4][C:5]([N+:9]([O-:11])=[O:10])=[C:6]([CH:8]=1)[NH2:7].Cl.[N:13]([O-])=O.[Na+].[Cl:17][CH:18](C(C)=O)[C:19]([O:21][CH2:22][CH3:23])=[O:20].C([O-])(=O)C.[Na+]. (3) The reactants are: BrC1C=CC(N=C=S)=CC=1.NC1C=C(C)C=CC=1O.[Br:20][C:21]1[CH:26]=[CH:25][C:24]([NH:27][C:28]([NH:30][C:31]2[CH:36]=[C:35]([CH3:37])[CH:34]=[CH:33][C:32]=2[OH:38])=S)=[CH:23][CH:22]=1.Cl.CN(C)CCCN=C=NCC. Given the product [Br:20][C:21]1[CH:26]=[CH:25][C:24]([NH:27][C:28]2[O:38][C:32]3[CH:33]=[CH:34][C:35]([CH3:37])=[CH:36][C:31]=3[N:30]=2)=[CH:23][CH:22]=1, predict the reactants needed to synthesize it. (4) Given the product [CH3:10][NH:11][CH:7]([C:1]1[CH:6]=[CH:5][CH:4]=[CH:3][CH:2]=1)[CH3:8], predict the reactants needed to synthesize it. The reactants are: [C:1]1([C:7](=O)[CH3:8])[CH:6]=[CH:5][CH:4]=[CH:3][CH:2]=1.[CH3:10][NH2:11].[BH4-].[Na+].O. (5) Given the product [F:1][C:2]1[CH:3]=[C:4]2[C:9](=[CH:10][CH:11]=1)[CH:8]=[C:7]([C:12]([Cl:18])=[O:14])[CH:6]=[CH:5]2, predict the reactants needed to synthesize it. The reactants are: [F:1][C:2]1[CH:3]=[C:4]2[C:9](=[CH:10][CH:11]=1)[CH:8]=[C:7]([C:12]([OH:14])=O)[CH:6]=[CH:5]2.C(Cl)(=O)C([Cl:18])=O. (6) Given the product [S:9]1[C:10]2[CH:16]=[CH:15][CH:14]=[CH:13][C:11]=2[N:12]=[C:8]1[C:5]1[CH:6]=[CH:7][C:2]([B:19]([OH:20])[OH:18])=[CH:3][CH:4]=1, predict the reactants needed to synthesize it. The reactants are: Cl[C:2]1[CH:7]=[CH:6][C:5]([C:8]2[S:9][C:10]3[CH:16]=[CH:15][CH:14]=[CH:13][C:11]=3[N:12]=2)=[CH:4][CH:3]=1.C[O:18][B:19](OC)[O:20]C.O. (7) Given the product [CH:11]1([C:7]2[C:6]([C:4]([OH:5])=[O:3])=[CH:10][O:9][N:8]=2)[CH2:12][CH2:13]1, predict the reactants needed to synthesize it. The reactants are: C([O:3][C:4]([C:6]1[C:7]([CH:11]2[CH2:13][CH2:12]2)=[N:8][O:9][CH:10]=1)=[O:5])C.[OH-].[K+].Cl. (8) Given the product [Cl:1][C:2]1[CH:10]=[CH:9][C:5]([C:6]([NH:18][CH2:17][C:16]2[CH:19]=[CH:20][C:13]([O:12][CH3:11])=[CH:14][CH:15]=2)=[O:8])=[CH:4][N:3]=1, predict the reactants needed to synthesize it. The reactants are: [Cl:1][C:2]1[CH:10]=[CH:9][C:5]([C:6]([OH:8])=O)=[CH:4][N:3]=1.[CH3:11][O:12][C:13]1[CH:20]=[CH:19][C:16]([CH2:17][NH2:18])=[CH:15][CH:14]=1.Cl.CN(C)CCCN=C=NCC.C1C=CC2N(O)N=NC=2C=1.